Dataset: Full USPTO retrosynthesis dataset with 1.9M reactions from patents (1976-2016). Task: Predict the reactants needed to synthesize the given product. (1) Given the product [CH:1]([C:4]1[N:8]=[C:7]([N:9]2[CH2:14][CH2:13][CH:12]([CH2:15][CH2:16][CH2:17][O:18][C:22]3[CH:27]=[CH:26][C:25]([S:28]([CH3:31])(=[O:30])=[O:29])=[CH:24][N:23]=3)[CH2:11][CH2:10]2)[O:6][N:5]=1)([CH3:3])[CH3:2], predict the reactants needed to synthesize it. The reactants are: [CH:1]([C:4]1[N:8]=[C:7]([N:9]2[CH2:14][CH2:13][CH:12]([CH2:15][CH2:16][CH2:17][OH:18])[CH2:11][CH2:10]2)[O:6][N:5]=1)([CH3:3])[CH3:2].[H-].[Na+].F[C:22]1[CH:27]=[CH:26][C:25]([S:28]([CH3:31])(=[O:30])=[O:29])=[CH:24][N:23]=1. (2) Given the product [C:1]([O:5][C:6](=[O:7])[NH:8][C@H:9]([C:10]([F:29])=[O:11])[C@H:13]([C:15]1[CH:20]=[CH:19][CH:18]=[CH:17][CH:16]=1)[CH3:14])([CH3:4])([CH3:3])[CH3:2], predict the reactants needed to synthesize it. The reactants are: [C:1]([O:5][C:6]([NH:8][C@@H:9]([C@H:13]([C:15]1[CH:20]=[CH:19][CH:18]=[CH:17][CH:16]=1)[CH3:14])[C:10](O)=[O:11])=[O:7])([CH3:4])([CH3:3])[CH3:2].N1C=CC=CC=1.N1C(F)=NC(F)=NC=1[F:29]. (3) Given the product [CH:13]1([CH2:18][CH2:19][O:20][NH2:2])[CH2:17][CH2:16][CH2:15][CH2:14]1, predict the reactants needed to synthesize it. The reactants are: O[N:2]1C(=O)C2=CC=CC=C2C1=O.[CH:13]1([CH2:18][CH2:19][OH:20])[CH2:17][CH2:16][CH2:15][CH2:14]1. (4) Given the product [CH3:28][O:27][C:23]1[CH:22]=[C:21]([CH2:20][N:16]2[CH2:17][CH2:18][C:13]3([C:3]4[N:2]([CH3:1])[C:10]5[CH:9]=[CH:8][CH:7]=[CH:6][C:5]=5[C:4]=4[CH2:11][CH2:12]3)[CH2:14][CH2:15]2)[CH:26]=[CH:25][CH:24]=1, predict the reactants needed to synthesize it. The reactants are: [CH3:1][N:2]1[C:10]2[CH:9]=[CH:8][CH:7]=[CH:6][C:5]=2[C:4]2[CH2:11][CH2:12][C:13]3([CH2:18][CH2:17][NH:16][CH2:15][CH2:14]3)[C:3]1=2.Cl[CH2:20][C:21]1[CH:22]=[C:23]([O:27][CH3:28])[CH:24]=[CH:25][CH:26]=1.[Cl-].[Na+]. (5) Given the product [C:1]1([NH:11][C@@H:12]([CH3:17])[C:13]([OH:15])=[O:14])[C:10]2[C:5](=[CH:6][CH:7]=[CH:8][CH:9]=2)[CH:4]=[CH:3][CH:2]=1, predict the reactants needed to synthesize it. The reactants are: [C:1]1([NH:11][C@@H:12]([CH3:17])[C:13]([O:15]C)=[O:14])[C:10]2[C:5](=[CH:6][CH:7]=[CH:8][CH:9]=2)[CH:4]=[CH:3][CH:2]=1.[OH-].[Na+]. (6) Given the product [Cl:16][CH2:11][C:10]([C:6]1[CH:7]=[CH:8][CH:9]=[C:4]([N+:1]([O-:3])=[O:2])[CH:5]=1)=[O:12], predict the reactants needed to synthesize it. The reactants are: [N+:1]([C:4]1[CH:5]=[C:6]([C:10](=[O:12])[CH3:11])[CH:7]=[CH:8][CH:9]=1)([O-:3])=[O:2].S(Cl)([Cl:16])(=O)=O.